From a dataset of Reaction yield outcomes from USPTO patents with 853,638 reactions. Predict the reaction yield, written as a fraction of the theoretical maximum amount of product (1.0 means a 100% yield; for example, 0.34 means a 34% yield). (1) The reactants are [CH2:1]([O:8][C:9]1[C:10]([C:26]([N:28]([CH2:32][CH2:33]O)[CH:29]([CH3:31])[CH3:30])=[O:27])=[N:11][C:12]([CH2:16][C:17]([CH3:25])([C:19]2[CH:24]=[CH:23][CH:22]=[CH:21][CH:20]=2)[CH3:18])=[N:13][C:14]=1[OH:15])[C:2]1[CH:7]=[CH:6][CH:5]=[CH:4][CH:3]=1.C1(P(C2C=CC=CC=2)C2C=CC=CC=2)C=CC=CC=1.N(C(OC(C)C)=O)=NC(OC(C)C)=O. The catalyst is ClCCl. The product is [CH2:1]([O:8][C:9]1[C:14](=[O:15])[N:13]=[C:12]([CH2:16][C:17]([CH3:25])([C:19]2[CH:20]=[CH:21][CH:22]=[CH:23][CH:24]=2)[CH3:18])[N:11]2[CH2:33][CH2:32][N:28]([CH:29]([CH3:31])[CH3:30])[C:26](=[O:27])[C:10]=12)[C:2]1[CH:7]=[CH:6][CH:5]=[CH:4][CH:3]=1. The yield is 0.535. (2) The reactants are [Cl:1][C:2]1[CH:12]=[C:11](Br)[CH:10]=[CH:9][C:3]=1[C:4]([O:6][CH2:7][CH3:8])=[O:5].[CH:14]([B-](F)(F)F)=[CH2:15].[K+].C(=O)([O-])[O-].[K+].[K+]. The catalyst is CS(C)=O.O. The product is [Cl:1][C:2]1[CH:12]=[C:11]([CH:14]=[CH2:15])[CH:10]=[CH:9][C:3]=1[C:4]([O:6][CH2:7][CH3:8])=[O:5]. The yield is 0.690.